From a dataset of Peptide-MHC class II binding affinity with 134,281 pairs from IEDB. Regression. Given a peptide amino acid sequence and an MHC pseudo amino acid sequence, predict their binding affinity value. This is MHC class II binding data. The binding affinity (normalized) is 0.439. The MHC is DRB1_0101 with pseudo-sequence DRB1_0101. The peptide sequence is CVSLFNRGKLRVSGD.